From a dataset of Peptide-MHC class I binding affinity with 185,985 pairs from IEDB/IMGT. Regression. Given a peptide amino acid sequence and an MHC pseudo amino acid sequence, predict their binding affinity value. This is MHC class I binding data. (1) The peptide sequence is NITRLEVIGL. The MHC is HLA-A02:06 with pseudo-sequence HLA-A02:06. The binding affinity (normalized) is 0.512. (2) The peptide sequence is SPLHVFVAV. The MHC is HLA-B51:01 with pseudo-sequence HLA-B51:01. The binding affinity (normalized) is 0.242. (3) The peptide sequence is RERVNINIV. The MHC is HLA-B45:01 with pseudo-sequence HLA-B45:01. The binding affinity (normalized) is 0.484. (4) The peptide sequence is FPYEGGKVF. The MHC is HLA-B46:01 with pseudo-sequence HLA-B46:01. The binding affinity (normalized) is 0.0847. (5) The peptide sequence is NANPDCKTI. The MHC is HLA-B58:01 with pseudo-sequence HLA-B58:01. The binding affinity (normalized) is 0.155. (6) The peptide sequence is IANYNFTLV. The MHC is HLA-A02:02 with pseudo-sequence HLA-A02:02. The binding affinity (normalized) is 0.667. (7) The binding affinity (normalized) is 0.579. The peptide sequence is RSTLANGWY. The MHC is HLA-B15:01 with pseudo-sequence HLA-B15:01.